Predict which catalyst facilitates the given reaction. From a dataset of Catalyst prediction with 721,799 reactions and 888 catalyst types from USPTO. Reactant: Cl[C:2]1[C:7]([N+:8]([O-:10])=[O:9])=[CH:6][CH:5]=[CH:4][N:3]=1.[F:11][C:12]1[CH:13]=[C:14]([CH:16]=[CH:17][C:18]=1[CH3:19])[NH2:15].Cl.O. Product: [F:11][C:12]1[CH:13]=[C:14]([NH:15][C:2]2[C:7]([N+:8]([O-:10])=[O:9])=[CH:6][CH:5]=[CH:4][N:3]=2)[CH:16]=[CH:17][C:18]=1[CH3:19]. The catalyst class is: 486.